The task is: Regression. Given two drug SMILES strings and cell line genomic features, predict the synergy score measuring deviation from expected non-interaction effect.. This data is from Merck oncology drug combination screen with 23,052 pairs across 39 cell lines. (1) Drug 1: CN(C)C(=N)N=C(N)N. Drug 2: O=C(O)C1(Cc2cccc(Nc3nccs3)n2)CCC(Oc2cccc(Cl)c2F)CC1. Cell line: T47D. Synergy scores: synergy=31.3. (2) Drug 1: O=C(CCCCCCC(=O)Nc1ccccc1)NO. Drug 2: CS(=O)(=O)CCNCc1ccc(-c2ccc3ncnc(Nc4ccc(OCc5cccc(F)c5)c(Cl)c4)c3c2)o1. Cell line: HT144. Synergy scores: synergy=9.33. (3) Drug 1: O=c1[nH]cc(F)c(=O)[nH]1. Drug 2: N#Cc1ccc(Cn2cncc2CN2CCN(c3cccc(Cl)c3)C(=O)C2)cc1. Cell line: EFM192B. Synergy scores: synergy=5.16. (4) Drug 1: C=CCn1c(=O)c2cnc(Nc3ccc(N4CCN(C)CC4)cc3)nc2n1-c1cccc(C(C)(C)O)n1. Cell line: SW620. Drug 2: Cn1c(=O)n(-c2ccc(C(C)(C)C#N)cc2)c2c3cc(-c4cnc5ccccc5c4)ccc3ncc21. Synergy scores: synergy=16.7.